The task is: Regression. Given a peptide amino acid sequence and an MHC pseudo amino acid sequence, predict their binding affinity value. This is MHC class II binding data.. This data is from Peptide-MHC class II binding affinity with 134,281 pairs from IEDB. (1) The peptide sequence is EVYTQLCDHRLMSAA. The MHC is DRB1_1501 with pseudo-sequence DRB1_1501. The binding affinity (normalized) is 0.358. (2) The peptide sequence is DPDKDVDIMVRDGQL. The MHC is DRB1_0101 with pseudo-sequence DRB1_0101. The binding affinity (normalized) is 0.141. (3) The peptide sequence is GKAFATYTNAKRIVK. The MHC is HLA-DQA10501-DQB10301 with pseudo-sequence HLA-DQA10501-DQB10301. The binding affinity (normalized) is 0.0762. (4) The binding affinity (normalized) is 0.276. The MHC is DRB1_1201 with pseudo-sequence DRB1_1201. The peptide sequence is YVDRFYKTLRAEQASQEV. (5) The peptide sequence is HNQFAYDGKD. The MHC is DRB1_1101 with pseudo-sequence DRB1_1101. The binding affinity (normalized) is 0. (6) The peptide sequence is KVLIELEPPFGDSYIVV. The MHC is DRB1_0301 with pseudo-sequence DRB1_0301. The binding affinity (normalized) is 0.144. (7) The peptide sequence is IPTAFKIGKTYTPEE. The MHC is HLA-DPA10103-DPB10401 with pseudo-sequence HLA-DPA10103-DPB10401. The binding affinity (normalized) is 0.